Dataset: Forward reaction prediction with 1.9M reactions from USPTO patents (1976-2016). Task: Predict the product of the given reaction. (1) Given the reactants [BH4-].[Na+].[Cl:3][C:4]1[C:11]([OH:12])=[CH:10][CH:9]=[CH:8][C:5]=1[CH:6]=[O:7].O, predict the reaction product. The product is: [Cl:3][C:4]1[C:5]([CH2:6][OH:7])=[CH:8][CH:9]=[CH:10][C:11]=1[OH:12]. (2) Given the reactants [F:8][CH:7]([F:9])[C:6](O[C:6](=O)[CH:7]([F:9])[F:8])=O.C(O[CH2:15][CH3:16])=C.[NH2:17][C:18]([NH2:20])=O.Cl.P(Cl)(Cl)([Cl:24])=O, predict the reaction product. The product is: [Cl:24][C:18]1[N:20]=[C:6]([CH:7]([F:8])[F:9])[CH:16]=[CH:15][N:17]=1. (3) Given the reactants [CH2:1]([CH2:3][NH2:4])[OH:2].C(OC([N:12]1[CH2:17][CH2:16][N:15]([S:18]([C:21]2[CH:26]=[CH:25][C:24]([Br:27])=[CH:23][C:22]=2F)(=[O:20])=[O:19])[CH2:14][CH2:13]1)=O)(C)(C)C, predict the reaction product. The product is: [Br:27][C:24]1[CH:25]=[CH:26][C:21]([S:18]([N:15]2[CH2:16][CH2:17][NH:12][CH2:13][CH2:14]2)(=[O:20])=[O:19])=[C:22]([NH:4][CH2:3][CH2:1][OH:2])[CH:23]=1. (4) Given the reactants Cl[C:2]1[N:3]=[C:4]([N:18]2[CH2:23][CH2:22][O:21][CH2:20][CH2:19]2)[C:5]2[N:11]=[C:10]([C:12]([O:14][CH3:15])=[O:13])[CH:9]=[C:8]([S:16][CH3:17])[C:6]=2[N:7]=1.[CH3:24]B(O)O.C([O-])([O-])=O.[Cs+].[Cs+], predict the reaction product. The product is: [CH3:24][C:2]1[N:3]=[C:4]([N:18]2[CH2:23][CH2:22][O:21][CH2:20][CH2:19]2)[C:5]2[N:11]=[C:10]([C:12]([O:14][CH3:15])=[O:13])[CH:9]=[C:8]([S:16][CH3:17])[C:6]=2[N:7]=1. (5) Given the reactants [F:1][C:2]1[CH:7]=[CH:6][C:5]([C:8]2[N:9]=[C:10]([CH:14]3[CH2:19][CH2:18][N:17]([C:20]4[C:21]5[C:28]([C:29]#[C:30][C:31]([CH3:38])([O:33][Si](C)(C)C)[CH3:32])=[CH:27][NH:26][C:22]=5[N:23]=[CH:24][N:25]=4)[CH2:16][CH2:15]3)[N:11]([CH3:13])[CH:12]=2)=[CH:4][C:3]=1[C:39]([F:42])([F:41])[F:40].C1COCC1.[F-].CO, predict the reaction product. The product is: [F:1][C:2]1[CH:7]=[CH:6][C:5]([C:8]2[N:9]=[C:10]([CH:14]3[CH2:15][CH2:16][N:17]([C:20]4[C:21]5[C:28]([C:29]#[C:30][C:31]([CH3:38])([OH:33])[CH3:32])=[CH:27][NH:26][C:22]=5[N:23]=[CH:24][N:25]=4)[CH2:18][CH2:19]3)[N:11]([CH3:13])[CH:12]=2)=[CH:4][C:3]=1[C:39]([F:40])([F:41])[F:42]. (6) Given the reactants [C:1]([NH2:4])(=[S:3])[CH3:2].Br[CH:6]1[C:10](=O)[C:9]2[CH:12]=[CH:13][CH:14]=[CH:15][C:8]=2[O:7]1.[OH-].[Na+], predict the reaction product. The product is: [CH3:2][C:1]1[S:3][C:6]2[O:7][C:8]3[CH:15]=[CH:14][CH:13]=[CH:12][C:9]=3[C:10]=2[N:4]=1.